From a dataset of Forward reaction prediction with 1.9M reactions from USPTO patents (1976-2016). Predict the product of the given reaction. (1) Given the reactants C[N:2](C)/[CH:3]=[CH:4]/[C:5]([C:7]1[C:12](=[O:13])[CH:11]=[CH:10][N:9]([C:14]2[CH:19]=[CH:18][CH:17]=[C:16]([O:20][C:21]([F:24])([F:23])[F:22])[CH:15]=2)[N:8]=1)=O.[F:26][C:27]1[CH:28]=[C:29]2[C:34](=[CH:35][CH:36]=1)[N:33]=[CH:32][CH:31]=[C:30]2[NH:37]N, predict the reaction product. The product is: [F:26][C:27]1[CH:28]=[C:29]2[C:34](=[CH:35][CH:36]=1)[N:33]=[CH:32][CH:31]=[C:30]2[N:37]1[C:5]([C:7]2[C:12](=[O:13])[CH:11]=[CH:10][N:9]([C:14]3[CH:19]=[CH:18][CH:17]=[C:16]([O:20][C:21]([F:24])([F:23])[F:22])[CH:15]=3)[N:8]=2)=[CH:4][CH:3]=[N:2]1. (2) Given the reactants [O-]S([O-])(=O)=O.[Mg+2].S(=O)(=O)(O)O.[Br:12][C:13]1[CH:14]=[C:15]([CH:19]=[C:20]([I:22])[CH:21]=1)[C:16]([OH:18])=[O:17].[C:23](O)([CH3:26])([CH3:25])[CH3:24], predict the reaction product. The product is: [Br:12][C:13]1[CH:14]=[C:15]([CH:19]=[C:20]([I:22])[CH:21]=1)[C:16]([O:18][C:23]([CH3:26])([CH3:25])[CH3:24])=[O:17]. (3) Given the reactants Cl[C:2]1[CH:11]=[CH:10][N:9]=[C:8]2[C:3]=1[CH:4]=[CH:5][C:6]([C:12]([F:15])([F:14])[F:13])=[N:7]2.[O:16]1[CH:20]=[CH:19][CH:18]=[C:17]1[C:21]1[CH:22]=[C:23](B2OCC(C)(C)CO2)[CH:24]=[CH:25][CH:26]=1, predict the reaction product. The product is: [O:16]1[CH:20]=[CH:19][CH:18]=[C:17]1[C:21]1[CH:22]=[C:23]([C:2]2[CH:11]=[CH:10][N:9]=[C:8]3[C:3]=2[CH:4]=[CH:5][C:6]([C:12]([F:15])([F:14])[F:13])=[N:7]3)[CH:24]=[CH:25][CH:26]=1. (4) Given the reactants Br[C:2]1[CH:7]=[CH:6][C:5]([C:8]2([C:11]3[N:15]4[CH2:16][CH2:17][S:18][C:19]([CH2:22][O:23][Si:24]([C:27]([CH3:30])([CH3:29])[CH3:28])([CH3:26])[CH3:25])([CH3:21])[CH2:20][C:14]4=[N:13][N:12]=3)[CH2:10][CH2:9]2)=[CH:4][CH:3]=1.[CH3:31][N:32]1[CH:36]=[C:35](B2OC(C)(C)C(C)(C)O2)[CH:34]=[N:33]1.C(=O)([O-])[O-].[K+].[K+].C(=O)([O-])O.[Na+], predict the reaction product. The product is: [Si:24]([O:23][CH2:22][C:19]1([CH3:21])[S:18][CH2:17][CH2:16][N:15]2[C:11]([C:8]3([C:5]4[CH:6]=[CH:7][C:2]([C:35]5[CH:34]=[N:33][N:32]([CH3:31])[CH:36]=5)=[CH:3][CH:4]=4)[CH2:10][CH2:9]3)=[N:12][N:13]=[C:14]2[CH2:20]1)([C:27]([CH3:30])([CH3:29])[CH3:28])([CH3:26])[CH3:25].